Dataset: Catalyst prediction with 721,799 reactions and 888 catalyst types from USPTO. Task: Predict which catalyst facilitates the given reaction. (1) Reactant: [F:1][C:2]1[C:31]([F:32])=[CH:30][CH:29]=[CH:28][C:3]=1[O:4][C:5]1[CH:10]=[CH:9][C:8]([C:11]2[C:19]3[C:14](=[N:15][CH:16]=[N:17][C:18]=3[NH2:20])[N:13]([CH2:21][C@H:22]3[CH2:26][CH2:25][CH2:24][NH:23]3)[N:12]=2)=[C:7]([F:27])[CH:6]=1.[C:33]([CH2:35][C:36](O)=[O:37])#[N:34].CN(C(ON1N=NC2C=CC=NC1=2)=[N+](C)C)C.F[P-](F)(F)(F)(F)F. Product: [NH2:20][C:18]1[N:17]=[CH:16][N:15]=[C:14]2[N:13]([CH2:21][C@H:22]3[CH2:26][CH2:25][CH2:24][N:23]3[C:36](=[O:37])[CH2:35][C:33]#[N:34])[N:12]=[C:11]([C:8]3[CH:9]=[CH:10][C:5]([O:4][C:3]4[CH:28]=[CH:29][CH:30]=[C:31]([F:32])[C:2]=4[F:1])=[CH:6][C:7]=3[F:27])[C:19]=12. The catalyst class is: 9. (2) Reactant: [Cl:1][C:2]1[C:3]([O:9][C:10]2[CH:15]=[C:14]([O:16][CH:17]([CH3:19])[CH3:18])[CH:13]=[CH:12][C:11]=2[CH2:20][CH2:21][CH2:22][OH:23])=[N:4][CH:5]=[C:6]([Cl:8])[CH:7]=1.O[C:25]1[CH:29]=[C:28]([CH2:30][CH2:31][C:32]([O:34]CC)=[O:33])[N:27]([CH3:37])[N:26]=1.C(P(CCCC)CCCC)CCC.N(C(N1CCCCC1)=O)=NC(N1CCCCC1)=O.O1CCCC1CO.[OH-].[Na+].Cl. Product: [Cl:1][C:2]1[C:3]([O:9][C:10]2[CH:15]=[C:14]([O:16][CH:17]([CH3:18])[CH3:19])[CH:13]=[CH:12][C:11]=2[CH2:20][CH2:21][CH2:22][O:23][C:25]2[CH:29]=[C:28]([CH2:30][CH2:31][C:32]([OH:34])=[O:33])[N:27]([CH3:37])[N:26]=2)=[N:4][CH:5]=[C:6]([Cl:8])[CH:7]=1. The catalyst class is: 7. (3) Reactant: [C:1]([O:7][CH2:8][C@H:9]([C:15]1[C:24]([CH3:25])=[CH:23][C:18]2[N:19]=[C:20](Br)[S:21][C:17]=2[C:16]=1[C:26]1[CH:31]=[CH:30][C:29]([Cl:32])=[CH:28][CH:27]=1)[O:10][C:11]([CH3:14])([CH3:13])[CH3:12])(=[O:6])[C:2]([CH3:5])([CH3:4])[CH3:3].[Cl:33][C:34]1[CH:39]=[C:38](B(O)O)[CH:37]=[CH:36][N:35]=1.C(=O)([O-])[O-].[K+].[K+]. Product: [C:1]([O:7][CH2:8][C@@H:9]([O:10][C:11]([CH3:14])([CH3:13])[CH3:12])[C:15]1[C:24]([CH3:25])=[CH:23][C:18]2[N:19]=[C:20]([C:38]3[CH:37]=[CH:36][N:35]=[C:34]([Cl:33])[CH:39]=3)[S:21][C:17]=2[C:16]=1[C:26]1[CH:31]=[CH:30][C:29]([Cl:32])=[CH:28][CH:27]=1)(=[O:6])[C:2]([CH3:5])([CH3:4])[CH3:3]. The catalyst class is: 73. (4) Reactant: [CH:1]([N:14]1[CH2:19][CH2:18][N:17]([C:20]([C@@H:22]2[CH2:24][C@H:23]2[C:25](OCC)=[O:26])=[O:21])[CH2:16][CH2:15]1)([C:8]1[CH:13]=[CH:12][CH:11]=[CH:10][CH:9]=1)[C:2]1[CH:7]=[CH:6][CH:5]=[CH:4][CH:3]=1.[Li+].[BH4-]. Product: [CH:1]([N:14]1[CH2:15][CH2:16][N:17]([C:20]([C@@H:22]2[CH2:24][C@H:23]2[CH2:25][OH:26])=[O:21])[CH2:18][CH2:19]1)([C:2]1[CH:7]=[CH:6][CH:5]=[CH:4][CH:3]=1)[C:8]1[CH:9]=[CH:10][CH:11]=[CH:12][CH:13]=1. The catalyst class is: 36. (5) Reactant: [NH2:1][C:2]1[CH:7]=[CH:6][C:5]([S:8]([N:11]2[C:20]3[C:15](=[CH:16][CH:17]=[CH:18][CH:19]=3)[CH2:14][CH:13]([NH:21][C:22](=[O:28])[O:23][C:24]([CH3:27])([CH3:26])[CH3:25])[CH2:12]2)(=[O:10])=[O:9])=[CH:4][CH:3]=1.[OH2:29]. Product: [C:20]1([NH:11][C:12](=[O:29])[NH:1][C:2]2[CH:3]=[CH:4][C:5]([S:8]([N:11]3[C:20]4[C:15](=[CH:16][CH:17]=[CH:18][CH:19]=4)[CH2:14][CH:13]([NH:21][C:22](=[O:28])[O:23][C:24]([CH3:25])([CH3:27])[CH3:26])[CH2:12]3)(=[O:10])=[O:9])=[CH:6][CH:7]=2)[CH:15]=[CH:16][CH:17]=[CH:18][CH:19]=1. The catalyst class is: 26. (6) Reactant: [NH:1]1[CH2:6][CH2:5][CH2:4][CH2:3][C@@H:2]1[C:7]([NH:9][C@H:10]([C:12]1[CH:21]=[CH:20][C:15]([C:16]([O:18][CH3:19])=[O:17])=[CH:14][CH:13]=1)[CH3:11])=[O:8].[F:22][C:23]([F:34])([F:33])[O:24][C:25]1[CH:26]=[C:27]([CH:30]=[CH:31][CH:32]=1)[CH:28]=O.[BH-](OC(C)=O)(OC(C)=O)OC(C)=O.[Na+].CC(O)=O. Product: [F:22][C:23]([F:33])([F:34])[O:24][C:25]1[CH:26]=[C:27]([CH:30]=[CH:31][CH:32]=1)[CH2:28][N:1]1[CH2:6][CH2:5][CH2:4][CH2:3][C@@H:2]1[C:7]([NH:9][C@H:10]([C:12]1[CH:13]=[CH:14][C:15]([C:16]([O:18][CH3:19])=[O:17])=[CH:20][CH:21]=1)[CH3:11])=[O:8]. The catalyst class is: 2. (7) Reactant: F[P-](F)(F)(F)(F)F.N1(OC(N(C)C)=[N+](C)C)C2N=CC=CC=2N=N1.[C:25]([O:29][C:30]([NH:32][C:33]1([C:48](O)=[O:49])[CH2:38][CH2:37][N:36]([C:39]2[C:40]3[CH:47]=[CH:46][NH:45][C:41]=3[N:42]=[CH:43][N:44]=2)[CH2:35][CH2:34]1)=[O:31])([CH3:28])([CH3:27])[CH3:26].C(N(CC)C(C)C)(C)C.[NH2:60][CH:61]([C:69]1[CH:74]=[CH:73][C:72]([Cl:75])=[CH:71][CH:70]=1)[CH2:62][CH2:63][NH:64][S:65]([CH3:68])(=[O:67])=[O:66]. Product: [Cl:75][C:72]1[CH:71]=[CH:70][C:69]([CH:61]([NH:60][C:48]([C:33]2([NH:32][C:30](=[O:31])[O:29][C:25]([CH3:26])([CH3:28])[CH3:27])[CH2:38][CH2:37][N:36]([C:39]3[C:40]4[CH:47]=[CH:46][NH:45][C:41]=4[N:42]=[CH:43][N:44]=3)[CH2:35][CH2:34]2)=[O:49])[CH2:62][CH2:63][NH:64][S:65]([CH3:68])(=[O:67])=[O:66])=[CH:74][CH:73]=1. The catalyst class is: 37. (8) Reactant: C(O)(C(F)(F)F)=O.C(OC([N:15]1[CH2:20][CH2:19][N:18]([C:21]2[O:25][N:24]=[C:23]([C:26]3[CH:35]=[CH:34][C:33]4[C:32]([CH3:37])([CH3:36])[CH2:31][CH2:30][C:29]([CH3:39])([CH3:38])[C:28]=4[CH:27]=3)[CH:22]=2)[CH2:17][CH2:16]1)=O)(C)(C)C. Product: [CH3:36][C:32]1([CH3:37])[CH2:31][CH2:30][C:29]([CH3:38])([CH3:39])[C:28]2[CH:27]=[C:26]([C:23]3[CH:22]=[C:21]([N:18]4[CH2:17][CH2:16][NH:15][CH2:20][CH2:19]4)[O:25][N:24]=3)[CH:35]=[CH:34][C:33]1=2. The catalyst class is: 2. (9) Reactant: [H-].[Al+3].[Li+].[H-].[H-].[H-].[CH3:7][C:8]([CH2:16][CH2:17][CH2:18][CH:19]([CH3:26])[CH2:20][CH2:21][CH2:22][CH:23]([CH3:25])[CH3:24])=[CH:9][CH2:10][CH2:11][C:12](OC)=[O:13].S([O-])([O-])(=O)=O.[Na+].[Na+]. Product: [CH3:7][C:8]([CH2:16][CH2:17][CH2:18][CH:19]([CH3:26])[CH2:20][CH2:21][CH2:22][CH:23]([CH3:25])[CH3:24])=[CH:9][CH2:10][CH2:11][CH2:12][OH:13]. The catalyst class is: 7.